This data is from Reaction yield outcomes from USPTO patents with 853,638 reactions. The task is: Predict the reaction yield, written as a fraction of the theoretical maximum amount of product (1.0 means a 100% yield; for example, 0.34 means a 34% yield). (1) The product is [CH2:1]([N:3]1[C:7]2=[N:8][C:9]([CH2:29][CH3:30])=[C:10]([CH2:19][NH:20][C:21](=[O:28])[CH2:22][CH2:23][C:24]([OH:26])=[O:25])[C:11]([NH:12][CH:13]3[CH2:14][CH2:15][O:16][CH2:17][CH2:18]3)=[C:6]2[CH:5]=[N:4]1)[CH3:2]. The catalyst is [Cl-].[Na+].O.CO. The reactants are [CH2:1]([N:3]1[C:7]2=[N:8][C:9]([CH2:29][CH3:30])=[C:10]([CH2:19][NH:20][C:21](=[O:28])[CH2:22][CH2:23][C:24]([O:26]C)=[O:25])[C:11]([NH:12][CH:13]3[CH2:18][CH2:17][O:16][CH2:15][CH2:14]3)=[C:6]2[CH:5]=[N:4]1)[CH3:2].[Li+].[OH-].O.Cl. The yield is 0.700. (2) The reactants are [CH3:1][O:2][C:3]([C:5]#[C:6][C:7]([O:9][CH3:10])=[O:8])=[O:4].[C:11]([O:15][C:16]([N:18]1[CH:22]=[CH:21][CH:20]=[CH:19]1)=[O:17])([CH3:14])([CH3:13])[CH3:12]. No catalyst specified. The product is [CH3:14][C:11]([O:15][C:16]([N:18]1[CH:19]2[CH:20]=[CH:21][CH:22]1[C:6]([C:7]([O:9][CH3:10])=[O:8])=[C:5]2[C:3]([O:2][CH3:1])=[O:4])=[O:17])([CH3:12])[CH3:13]. The yield is 0.500.